This data is from Reaction yield outcomes from USPTO patents with 853,638 reactions. The task is: Predict the reaction yield, written as a fraction of the theoretical maximum amount of product (1.0 means a 100% yield; for example, 0.34 means a 34% yield). (1) The reactants are [OH-].[Na+].C([O:6][CH2:7][CH2:8][O:9][CH2:10][CH2:11][O:12][C:13]1[CH:14]=[CH:15][C:16]2[C:23]3[C:24]4([O:29][CH2:28][C:27]([CH3:31])([CH3:30])[CH2:26][O:25]4)[C:22]=3[C:21]3[CH:32]=[CH:33][C:34]([O:36][CH2:37][CH2:38][CH2:39][CH3:40])=[CH:35][C:20]=3[CH2:19][CH2:18][C:17]=2[CH:41]=1)(=O)C. The catalyst is CO. The product is [CH2:37]([O:36][C:34]1[CH:33]=[CH:32][C:21]2[C:22]3[C:24]4([O:29][CH2:28][C:27]([CH3:31])([CH3:30])[CH2:26][O:25]4)[C:23]=3[C:16]3[CH:15]=[CH:14][C:13]([O:12][CH2:11][CH2:10][O:9][CH2:8][CH2:7][OH:6])=[CH:41][C:17]=3[CH2:18][CH2:19][C:20]=2[CH:35]=1)[CH2:38][CH2:39][CH3:40]. The yield is 0.810. (2) The reactants are [CH3:1][O:2][C:3]1[CH:9]=[CH:8][C:6]([NH2:7])=[C:5]([N+:10]([O-:12])=[O:11])[CH:4]=1.[CH:13]1([CH3:25])[CH2:18][CH2:17][CH:16]([CH:19]([CH3:21])[CH3:20])[CH:15]([C:22](Cl)=[O:23])[CH2:14]1.C(Cl)Cl.Cl. The catalyst is N1C=CC=CC=1. The product is [CH3:1][O:2][C:3]1[CH:9]=[CH:8][C:6]([NH:7][C:22]([CH:15]2[CH2:14][CH:13]([CH3:25])[CH2:18][CH2:17][CH:16]2[CH:19]([CH3:21])[CH3:20])=[O:23])=[C:5]([N+:10]([O-:12])=[O:11])[CH:4]=1. The yield is 0.830. (3) The reactants are [Br:1][C:2]1[C:11]([C@H:12]([O:18][C:19]([CH3:22])([CH3:21])[CH3:20])[C:13]([O:15][CH2:16][CH3:17])=[O:14])=[C:10]([CH3:23])[CH:9]=[C:8]2[C:3]=1[CH:4]=[CH:5][C:6]([CH3:24])=[N:7]2.ClC1C=C(C=CC=1)C(OO)=[O:30]. The catalyst is ClCCl. The product is [Br:1][C:2]1[C:11]([C@H:12]([O:18][C:19]([CH3:20])([CH3:22])[CH3:21])[C:13]([O:15][CH2:16][CH3:17])=[O:14])=[C:10]([CH3:23])[CH:9]=[C:8]2[C:3]=1[CH:4]=[CH:5][C:6]([CH3:24])=[N+:7]2[O-:30]. The yield is 0.950. (4) The reactants are C([O:3][C:4](=O)[CH2:5][C:6]([C@H:8]1[CH2:13][CH2:12][N:11]([C:14]([O:16][CH3:17])=[O:15])[C@@H:10]([C:18]2[CH:23]=[CH:22][C:21]([C:24]([F:27])([F:26])[F:25])=[C:20]([CH3:28])[CH:19]=2)[CH2:9]1)=[O:7])C.[OH-].[Na+].[NH2:32]O.Cl. The catalyst is CO.O.C(OCC)C. The product is [CH3:28][C:20]1[CH:19]=[C:18]([C@H:10]2[CH2:9][C@@H:8]([C:6]3[O:7][NH:32][C:4](=[O:3])[CH:5]=3)[CH2:13][CH2:12][N:11]2[C:14]([O:16][CH3:17])=[O:15])[CH:23]=[CH:22][C:21]=1[C:24]([F:27])([F:26])[F:25]. The yield is 0.290.